Dataset: Reaction yield outcomes from USPTO patents with 853,638 reactions. Task: Predict the reaction yield, written as a fraction of the theoretical maximum amount of product (1.0 means a 100% yield; for example, 0.34 means a 34% yield). (1) The reactants are [CH3:1][C@@:2]12[C:18](=[O:19])[CH2:17][CH2:16][C@H:15]1[CH2:14][C@@H:13]1[C@H:4]([CH2:5][CH2:6][C@H:7]3[C@@:12]1([CH3:20])[CH2:11][CH2:10][C@H:9]([OH:21])[CH2:8]3)[CH2:3]2.CCN(C(C)C)C(C)C.[CH3:31][O:32][CH2:33]Cl.O. The catalyst is ClCCl.CN(C1C=CN=CC=1)C. The product is [CH3:1][C@@:2]12[C:18](=[O:19])[CH2:17][CH2:16][C@H:15]1[CH2:14][C@@H:13]1[C@H:4]([CH2:5][CH2:6][C@H:7]3[C@@:12]1([CH3:20])[CH2:11][CH2:10][C@H:9]([O:21][CH2:31][O:32][CH3:33])[CH2:8]3)[CH2:3]2. The yield is 1.00. (2) The reactants are [C:1]([NH:4][C:5]1[CH:6]=[C:7]2[C:12](=[O:13])[N:11]([CH:14]([C:19]3[CH:24]=[CH:23][C:22]([O:25][CH3:26])=[C:21]([O:27][CH2:28][CH3:29])[CH:20]=3)[CH2:15][C:16](O)=[O:17])[C:9](=[O:10])[C:8]2=[CH:30][CH:31]=1)(=[O:3])[CH3:2].C(N1C=CN=C1)(N1C=CN=C1)=O.Cl.[NH2:45][OH:46]. The catalyst is O1CCCC1. The product is [C:1]([NH:4][C:5]1[CH:6]=[C:7]2[C:12](=[O:13])[N:11]([CH:14]([C:19]3[CH:24]=[CH:23][C:22]([O:25][CH3:26])=[C:21]([O:27][CH2:28][CH3:29])[CH:20]=3)[CH2:15][C:16]([NH:45][OH:46])=[O:17])[C:9](=[O:10])[C:8]2=[CH:30][CH:31]=1)(=[O:3])[CH3:2]. The yield is 0.430. (3) The reactants are [F:1][C:2]1[CH:15]=[CH:14][C:5]([O:6][C:7]2[S:11][C:10]([CH:12]=O)=[CH:9][CH:8]=2)=[CH:4][CH:3]=1.[N+:16]([CH3:19])([O-:18])=[O:17].C([O-])(=O)C.[NH4+].[BH4-].[Na+]. The catalyst is O.C(O)(=O)C.CS(C)=O.C(OCC)(=O)C. The product is [F:1][C:2]1[CH:15]=[CH:14][C:5]([O:6][C:7]2[S:11][C:10]([CH2:12][CH2:19][N+:16]([O-:18])=[O:17])=[CH:9][CH:8]=2)=[CH:4][CH:3]=1. The yield is 0.457.